This data is from Reaction yield outcomes from USPTO patents with 853,638 reactions. The task is: Predict the reaction yield, written as a fraction of the theoretical maximum amount of product (1.0 means a 100% yield; for example, 0.34 means a 34% yield). (1) The reactants are [CH3:1][O:2][C:3]1[CH:13]=[CH:12][CH:11]=[C:5]2[C:6]([NH:8][C:9](=O)[C:4]=12)=O.B.CO.Cl. The catalyst is O1CCCC1. The product is [CH3:1][O:2][C:3]1[CH:13]=[CH:12][CH:11]=[C:5]2[C:4]=1[CH2:9][NH:8][CH2:6]2. The yield is 0.590. (2) The yield is 0.970. The catalyst is CN(C)C=O. The product is [CH3:24][O:25][C:26]1[CH:33]=[CH:32][C:29]([CH2:30][N:12]2[CH:13]=[C:14]([C:15](=[O:17])[CH3:16])[C:10]([C:6]3[CH:7]=[CH:8][CH:9]=[C:4]([N+:1]([O-:3])=[O:2])[CH:5]=3)=[N:11]2)=[CH:28][CH:27]=1. The reactants are [N+:1]([C:4]1[CH:5]=[C:6]([C:10]2[C:14]([C:15](=[O:17])[CH3:16])=[CH:13][NH:12][N:11]=2)[CH:7]=[CH:8][CH:9]=1)([O-:3])=[O:2].C(=O)([O-])[O-].[Cs+].[Cs+].[CH3:24][O:25][C:26]1[CH:33]=[CH:32][C:29]([CH2:30]Cl)=[CH:28][CH:27]=1. (3) The reactants are [NH2:1][C:2]1[N:12]=[CH:11][CH:10]=[CH:9][C:3]=1[C:4]([O:6][CH2:7][CH3:8])=[O:5].Br[CH2:14][C:15]([C:17]1[CH:22]=[CH:21][CH:20]=[C:19]([C:23]([F:26])([F:25])[F:24])[CH:18]=1)=O. The catalyst is CC(=O)CC. The product is [F:24][C:23]([F:25])([F:26])[C:19]1[CH:18]=[C:17]([C:15]2[N:1]=[C:2]3[C:3]([C:4]([O:6][CH2:7][CH3:8])=[O:5])=[CH:9][CH:10]=[CH:11][N:12]3[CH:14]=2)[CH:22]=[CH:21][CH:20]=1. The yield is 0.680.